Dataset: Full USPTO retrosynthesis dataset with 1.9M reactions from patents (1976-2016). Task: Predict the reactants needed to synthesize the given product. Given the product [CH3:51][N:52]1[C:61]2[C:56](=[CH:57][N:58]=[C:59]([CH3:62])[CH:60]=2)[CH:55]=[C:54]([C:63]2[CH:64]=[C:65]([NH:70][C:71]3[N:72]=[C:8]([C:5]4([C:3]([O:2][CH3:1])=[O:4])[CH2:6][CH2:7]4)[O:10][N:74]=3)[CH:66]=[CH:67][C:68]=2[CH3:69])[C:53]1=[O:75], predict the reactants needed to synthesize it. The reactants are: [CH3:1][O:2][C:3]([C:5]1([C:8]([OH:10])=O)[CH2:7][CH2:6]1)=[O:4].CN(C(ON1N=NC2C=CC=NC1=2)=[N+](C)C)C.F[P-](F)(F)(F)(F)F.CCN(C(C)C)C(C)C.[O-]S([O-])(=O)=O.[Na+].[Na+].[CH3:51][N:52]1[C:61]2[C:56](=[CH:57][N:58]=[C:59]([CH3:62])[CH:60]=2)[CH:55]=[C:54]([C:63]2[CH:64]=[C:65]([NH:70]/[C:71](/[NH2:74])=[N:72]/O)[CH:66]=[CH:67][C:68]=2[CH3:69])[C:53]1=[O:75].